Dataset: Reaction yield outcomes from USPTO patents with 853,638 reactions. Task: Predict the reaction yield, written as a fraction of the theoretical maximum amount of product (1.0 means a 100% yield; for example, 0.34 means a 34% yield). (1) The catalyst is CN(C=O)C. The reactants are [NH2:1][C:2]1[CH:3]=[C:4]([C:8]2[O:9][C:10]3[C:11](=[C:13]([C:17]([NH2:19])=[O:18])[CH:14]=[CH:15][CH:16]=3)[N:12]=2)[CH:5]=[CH:6][CH:7]=1.C1C=CC2N(O)N=NC=2C=1.[CH3:30][N:31]([CH3:36])[CH2:32][C:33](O)=[O:34].CCN(C(C)C)C(C)C.CCN=C=NCCCN(C)C. The product is [CH3:30][N:31]([CH3:36])[CH2:32][C:33]([NH:1][C:2]1[CH:3]=[C:4]([C:8]2[O:9][C:10]3[C:11](=[C:13]([C:17]([NH2:19])=[O:18])[CH:14]=[CH:15][CH:16]=3)[N:12]=2)[CH:5]=[CH:6][CH:7]=1)=[O:34]. The yield is 0.370. (2) The reactants are Br[C:2]1[CH:9]=[CH:8][CH:7]=[CH:6][C:3]=1[CH:4]=[O:5].[Cl:10][C:11]1[CH:16]=[CH:15][C:14](B(O)O)=[CH:13][CH:12]=1.C(=O)([O-])[O-].[K+].[K+]. The catalyst is [I-].C([N+](CCCC)(CCCC)CCCC)CCC.C([O-])(=O)C.[Pd+2].C([O-])(=O)C.CC(C)=O.O. The product is [Cl:10][C:11]1[CH:16]=[CH:15][C:14]([C:2]2[C:3]([CH:4]=[O:5])=[CH:6][CH:7]=[CH:8][CH:9]=2)=[CH:13][CH:12]=1. The yield is 0.760. (3) The reactants are [CH2:1]([O:8][C:9](Cl)=[O:10])[C:2]1[CH:7]=[CH:6][CH:5]=[CH:4][CH:3]=1.[CH3:12][O:13][C:14]([CH:16]1[CH:20]([C@H:21]([CH3:31])[CH2:22][O:23][Si:24]([C:27]([CH3:30])([CH3:29])[CH3:28])([CH3:26])[CH3:25])[CH2:19][N:18](CC2C=CC=CC=2)[CH2:17]1)=[O:15].O.C(=O)(O)[O-].[Na+]. The catalyst is ClCCl. The product is [CH3:12][O:13][C:14]([CH:16]1[CH:20]([C@H:21]([CH3:31])[CH2:22][O:23][Si:24]([C:27]([CH3:30])([CH3:29])[CH3:28])([CH3:25])[CH3:26])[CH2:19][N:18]([C:9]([O:8][CH2:1][C:2]2[CH:7]=[CH:6][CH:5]=[CH:4][CH:3]=2)=[O:10])[CH2:17]1)=[O:15]. The yield is 0.960.